This data is from Forward reaction prediction with 1.9M reactions from USPTO patents (1976-2016). The task is: Predict the product of the given reaction. Given the reactants [Cl:1][C:2]1[CH:28]=[CH:27][C:5]([CH2:6][N:7]2[C:15]3[C:10](=[CH:11][C:12]([CH:16]=[C:17]4[S:21][CH:20](SCCC)[NH:19][C:18]4=[O:26])=[CH:13][CH:14]=3)[CH:9]=[N:8]2)=[C:4]([C:29]([F:32])([F:31])[F:30])[CH:3]=1.[C:33]([O:37][C:38](=[O:47])[N:39]([CH2:41][CH:42]([OH:46])[CH2:43][NH:44][CH3:45])[CH3:40])([CH3:36])([CH3:35])[CH3:34], predict the reaction product. The product is: [C:33]([O:37][C:38](=[O:47])[N:39]([CH2:41][CH:42]([OH:46])[CH2:43][N:44]([C:20]1[S:21][C:17](=[CH:16][C:12]2[CH:11]=[C:10]3[C:15](=[CH:14][CH:13]=2)[N:7]([CH2:6][C:5]2[CH:27]=[CH:28][C:2]([Cl:1])=[CH:3][C:4]=2[C:29]([F:30])([F:31])[F:32])[N:8]=[CH:9]3)[C:18](=[O:26])[N:19]=1)[CH3:45])[CH3:40])([CH3:36])([CH3:34])[CH3:35].